Dataset: NCI-60 drug combinations with 297,098 pairs across 59 cell lines. Task: Regression. Given two drug SMILES strings and cell line genomic features, predict the synergy score measuring deviation from expected non-interaction effect. (1) Drug 1: C(=O)(N)NO. Drug 2: CC1C(C(CC(O1)OC2CC(CC3=C2C(=C4C(=C3O)C(=O)C5=CC=CC=C5C4=O)O)(C(=O)C)O)N)O. Cell line: PC-3. Synergy scores: CSS=53.7, Synergy_ZIP=-5.53, Synergy_Bliss=-0.844, Synergy_Loewe=-25.2, Synergy_HSA=1.69. (2) Drug 1: COC1=CC(=CC(=C1O)OC)C2C3C(COC3=O)C(C4=CC5=C(C=C24)OCO5)OC6C(C(C7C(O6)COC(O7)C8=CC=CS8)O)O. Drug 2: COC1=NC(=NC2=C1N=CN2C3C(C(C(O3)CO)O)O)N. Cell line: M14. Synergy scores: CSS=23.3, Synergy_ZIP=4.93, Synergy_Bliss=4.24, Synergy_Loewe=-35.3, Synergy_HSA=-0.977. (3) Drug 1: C1CCN(CC1)CCOC2=CC=C(C=C2)C(=O)C3=C(SC4=C3C=CC(=C4)O)C5=CC=C(C=C5)O. Synergy scores: CSS=23.0, Synergy_ZIP=-7.84, Synergy_Bliss=-6.99, Synergy_Loewe=-8.08, Synergy_HSA=-8.36. Drug 2: CNC(=O)C1=NC=CC(=C1)OC2=CC=C(C=C2)NC(=O)NC3=CC(=C(C=C3)Cl)C(F)(F)F. Cell line: NCI-H522.